From a dataset of Full USPTO retrosynthesis dataset with 1.9M reactions from patents (1976-2016). Predict the reactants needed to synthesize the given product. (1) Given the product [CH3:1][O:2][C:3]1[N:8]=[CH:7][C:6]([N:9]2[C:13]([C:14]3[CH:19]=[CH:18][CH:17]=[CH:16][CH:15]=3)=[CH:12][C:11]([C:20]([OH:22])=[O:21])=[N:10]2)=[CH:5][CH:4]=1, predict the reactants needed to synthesize it. The reactants are: [CH3:1][O:2][C:3]1[N:8]=[CH:7][C:6]([N:9]2[C:13]([C:14]3[CH:19]=[CH:18][CH:17]=[CH:16][CH:15]=3)=[CH:12][C:11]([C:20]([O:22]CC)=[O:21])=[N:10]2)=[CH:5][CH:4]=1.[OH-].[Na+]. (2) Given the product [CH3:13][O:14][C:15]1[CH:20]=[CH:19][CH:18]=[CH:17][C:16]=1[CH2:21][NH:22][C:2]([NH:1][C:4]1[CH:12]=[CH:11][C:7]2[NH:8][CH:9]=[N:10][C:6]=2[CH:5]=1)=[S:3], predict the reactants needed to synthesize it. The reactants are: [N:1]([C:4]1[CH:12]=[CH:11][C:7]2[NH:8][CH:9]=[N:10][C:6]=2[CH:5]=1)=[C:2]=[S:3].[CH3:13][O:14][C:15]1[CH:20]=[CH:19][CH:18]=[CH:17][C:16]=1[CH2:21][NH2:22]. (3) Given the product [C:3]([O:7][C:8]([NH:10][C:19]1[CH:18]=[CH:17][C:16]([F:20])=[CH:15][C:14]=1[C:13]([CH3:22])([CH3:21])[CH2:12][C:11]([OH:23])=[O:1])=[O:9])([CH3:6])([CH3:5])[CH3:4], predict the reactants needed to synthesize it. The reactants are: [OH-:1].[Li+].[C:3]([O:7][C:8]([N:10]1[C:19]2[C:14](=[CH:15][C:16]([F:20])=[CH:17][CH:18]=2)[C:13]([CH3:22])([CH3:21])[CH2:12][C:11]1=[O:23])=[O:9])([CH3:6])([CH3:5])[CH3:4]. (4) Given the product [F:38][C:39]([F:44])([F:43])[C:40]([OH:42])=[O:41].[C:1]([C:3]1[CH:4]=[C:5]([C:13]2[O:17][N:16]=[C:15]([C:18]3[CH:36]=[CH:35][C:21]4[CH2:22][CH2:23][N:24]([CH2:27][C:28]([OH:30])=[O:29])[CH2:25][CH2:26][C:20]=4[C:19]=3[CH3:37])[N:14]=2)[CH:6]=[CH:7][C:8]=1[O:9][CH:10]([CH3:12])[CH3:11])#[N:2], predict the reactants needed to synthesize it. The reactants are: [C:1]([C:3]1[CH:4]=[C:5]([C:13]2[O:17][N:16]=[C:15]([C:18]3[CH:36]=[CH:35][C:21]4[CH2:22][CH2:23][N:24]([CH2:27][C:28]([O:30]C(C)(C)C)=[O:29])[CH2:25][CH2:26][C:20]=4[C:19]=3[CH3:37])[N:14]=2)[CH:6]=[CH:7][C:8]=1[O:9][CH:10]([CH3:12])[CH3:11])#[N:2].[F:38][C:39]([F:44])([F:43])[C:40]([OH:42])=[O:41]. (5) Given the product [CH:13]1([O:5][C:4]2[C:6]([O:7][CH3:8])=[CH:9][CH:10]=[CH:11][C:3]=2[CH:2]=[O:1])[CH2:17][CH2:16][CH2:15][CH2:14]1, predict the reactants needed to synthesize it. The reactants are: [O:1]=[CH:2][C:3]1[CH:11]=[CH:10][CH:9]=[C:6]([O:7][CH3:8])[C:4]=1[OH:5].Br[CH:13]1[CH2:17][CH2:16][CH2:15][CH2:14]1.C(=O)([O-])[O-].[K+].[K+].